Dataset: Catalyst prediction with 721,799 reactions and 888 catalyst types from USPTO. Task: Predict which catalyst facilitates the given reaction. Product: [NH2:1][C:2]1[CH:10]=[CH:9][C:5]([C:6]([O:8][CH3:16])=[O:7])=[CH:4][CH:3]=1. The catalyst class is: 5. Reactant: [NH2:1][C:2]1[CH:10]=[CH:9][C:5]([C:6]([OH:8])=[O:7])=[CH:4][CH:3]=1.OS(O)(=O)=O.[CH3:16]COC(C)=O.